Dataset: Full USPTO retrosynthesis dataset with 1.9M reactions from patents (1976-2016). Task: Predict the reactants needed to synthesize the given product. (1) Given the product [Br:14][C:11]1[CH:12]=[CH:13][C:8]([C:7]2[NH:1][C:2](=[O:16])[C:3]([CH3:5])([CH3:4])[N:6]=2)=[CH:9][CH:10]=1, predict the reactants needed to synthesize it. The reactants are: [NH2:1][C:2](=[O:16])[C:3]([NH:6][C:7](=O)[C:8]1[CH:13]=[CH:12][C:11]([Br:14])=[CH:10][CH:9]=1)([CH3:5])[CH3:4].[OH-].[Na+]. (2) Given the product [CH3:1][O:2][C:3](=[O:16])[C:4]1[CH:9]=[CH:8][C:7]([CH2:10][OH:11])=[N:6][C:5]=1[Cl:15], predict the reactants needed to synthesize it. The reactants are: [CH3:1][O:2][C:3](=[O:16])[C:4]1[CH:9]=[CH:8][C:7]([CH2:10][O:11]C(=O)C)=[N:6][C:5]=1[Cl:15].C(=O)([O-])[O-].[K+].[K+]. (3) Given the product [Cl:2][C:3]1[CH:4]=[C:5]2[C:9](=[CH:10][CH:11]=1)[NH:8][CH:7]=[C:6]2[CH2:12][CH2:13][NH:14][C:21]([C:20]1[S:19][C:18]([C:24]2[CH:25]=[CH:26][CH:27]=[CH:28][CH:29]=2)=[N:17][C:16]=1[CH3:15])=[O:22], predict the reactants needed to synthesize it. The reactants are: Cl.[Cl:2][C:3]1[CH:4]=[C:5]2[C:9](=[CH:10][CH:11]=1)[NH:8][CH:7]=[C:6]2[CH2:12][CH2:13][NH2:14].[CH3:15][C:16]1[N:17]=[C:18]([C:24]2[CH:29]=[CH:28][CH:27]=[CH:26][CH:25]=2)[S:19][C:20]=1[C:21](Cl)=[O:22].C(N(CC)CC)C.C(OCC)(=O)C. (4) Given the product [CH2:16]([O:15][CH:4]([CH2:5][C:6]1[CH:7]=[C:8]2[C:12](=[CH:13][CH:14]=1)[N:11]([CH2:22][C:23]1[N:24]=[C:25]([C:29]3[CH:34]=[CH:33][CH:32]=[CH:31][C:30]=3[Cl:35])[O:26][C:27]=1[CH3:28])[CH:10]=[CH:9]2)[C:3]([OH:2])=[O:20])[CH2:17][CH:18]=[CH2:19], predict the reactants needed to synthesize it. The reactants are: C[O:2][C:3](=[O:20])[CH:4]([O:15][CH2:16][CH2:17][CH:18]=[CH2:19])[CH2:5][C:6]1[CH:7]=[C:8]2[C:12](=[CH:13][CH:14]=1)[NH:11][CH:10]=[CH:9]2.Cl[CH2:22][C:23]1[N:24]=[C:25]([C:29]2[CH:34]=[CH:33][CH:32]=[CH:31][C:30]=2[Cl:35])[O:26][C:27]=1[CH3:28]. (5) Given the product [NH3:1].[C:20]1([C:13]2([C:16]([O:18][CH3:19])=[O:17])[CH2:12][CH2:11][CH:10]([CH2:9][NH:8][C:3]3[C:2]([NH:1][C:29](=[O:30])[CH2:28][C:27]([F:33])([F:32])[F:26])=[CH:7][CH:6]=[CH:5][N:4]=3)[CH2:15][CH2:14]2)[CH:25]=[CH:24][CH:23]=[CH:22][CH:21]=1, predict the reactants needed to synthesize it. The reactants are: [NH2:1][C:2]1[C:3]([NH:8][CH2:9][CH:10]2[CH2:15][CH2:14][C:13]([C:20]3[CH:25]=[CH:24][CH:23]=[CH:22][CH:21]=3)([C:16]([O:18][CH3:19])=[O:17])[CH2:12][CH2:11]2)=[N:4][CH:5]=[CH:6][CH:7]=1.[F:26][C:27]([F:33])([F:32])[CH2:28][C:29](O)=[O:30].Cl.CN(C)CCCN=C=NCC.O.ON1C2C=CC=CC=2N=N1.CCN(CC)CC. (6) Given the product [NH2:1][C:2]1[N:7]=[CH:6][N:5]=[C:4]2[N:8]([CH:13]3[CH2:17][CH2:16][N:15]([C:18]4[CH:19]=[N:20][N:21]([C:26]5[CH:27]=[CH:28][C:29]([F:32])=[CH:30][CH:31]=5)[C:22]=4[CH:23]([CH3:24])[CH3:25])[C:14]3=[O:33])[N:9]=[C:10]([C:11]3[NH:39][CH2:38][CH2:37][N:12]=3)[C:3]=12, predict the reactants needed to synthesize it. The reactants are: [NH2:1][C:2]1[N:7]=[CH:6][N:5]=[C:4]2[N:8]([CH:13]3[CH2:17][CH2:16][N:15]([C:18]4[CH:19]=[N:20][N:21]([C:26]5[CH:31]=[CH:30][C:29]([F:32])=[CH:28][CH:27]=5)[C:22]=4[CH:23]([CH3:25])[CH3:24])[C:14]3=[O:33])[N:9]=[C:10]([C:11]#[N:12])[C:3]=12.CCO.[CH2:37](N)[CH2:38][NH2:39]. (7) Given the product [CH3:16][O:15][C:14](=[O:17])[NH:13][C:4]1[CH:5]=[CH:6][C:7]2[N:8]([CH2:9][CH:10]3[CH2:12][CH2:11]3)[C:37]([CH2:36][C:33]3[CH:34]=[CH:35][C:30]([O:29][CH2:27][CH3:28])=[CH:31][CH:32]=3)=[N:1][C:2]=2[CH:3]=1, predict the reactants needed to synthesize it. The reactants are: [NH2:1][C:2]1[CH:3]=[C:4]([NH:13][C:14](=[O:17])[O:15][CH3:16])[CH:5]=[CH:6][C:7]=1[NH:8][CH2:9][CH:10]1[CH2:12][CH2:11]1.CCN(C(C)C)C(C)C.[CH2:27]([O:29][C:30]1[CH:35]=[CH:34][C:33]([CH2:36][C:37](O)=O)=[CH:32][CH:31]=1)[CH3:28].CN(C(ON1N=NC2C=CC=NC1=2)=[N+](C)C)C.F[P-](F)(F)(F)(F)F. (8) Given the product [CH:22]([C:2]1[CH:3]=[C:4]([N:9]([CH2:15][C:16]2[CH:17]=[N:18][CH:19]=[CH:20][CH:21]=2)[S:10]([CH2:13][CH3:14])(=[O:12])=[O:11])[CH:5]=[CH:6][C:7]=1[CH3:8])=[O:23], predict the reactants needed to synthesize it. The reactants are: I[C:2]1[CH:3]=[C:4]([N:9]([CH2:15][C:16]2[CH:17]=[N:18][CH:19]=[CH:20][CH:21]=2)[S:10]([CH2:13][CH3:14])(=[O:12])=[O:11])[CH:5]=[CH:6][C:7]=1[CH3:8].[CH:22]([O-])=[O:23].[Na+].